This data is from Catalyst prediction with 721,799 reactions and 888 catalyst types from USPTO. The task is: Predict which catalyst facilitates the given reaction. (1) Reactant: [NH2:1][C:2]1[C:3]([O:20][CH3:21])=[CH:4][C:5]([CH:17]([CH3:19])[CH3:18])=[C:6]([CH:16]=1)[O:7][C:8]1[C:9]([NH2:15])=[N:10][C:11]([NH2:14])=[N:12][CH:13]=1.C(O)(=O)C.[O-:26][C:27]#[N:28].[Na+]. Product: [NH2:14][C:11]1[N:10]=[C:9]([NH2:15])[C:8]([O:7][C:6]2[C:5]([CH:17]([CH3:19])[CH3:18])=[CH:4][C:3]([O:20][CH3:21])=[C:2]([NH:1][C:27]([NH2:28])=[O:26])[CH:16]=2)=[CH:13][N:12]=1. The catalyst class is: 6. (2) The catalyst class is: 61. Reactant: Cl[C:2]1[N:7]=[C:6]([C:8]2[CH:13]=[CH:12][CH:11]=[C:10]([O:14][CH3:15])[CH:9]=2)[C:5]([CH3:16])=[CH:4][N:3]=1.[CH3:17][N:18]1[CH2:23][CH2:22][N:21]([CH2:24][C:25]2[CH:31]=[CH:30][C:28]([NH2:29])=[CH:27][CH:26]=2)[CH2:20][CH2:19]1. Product: [CH3:15][O:14][C:10]1[CH:9]=[C:8]([C:6]2[C:5]([CH3:16])=[CH:4][N:3]=[C:2]([NH:29][C:28]3[CH:27]=[CH:26][C:25]([CH2:24][N:21]4[CH2:20][CH2:19][N:18]([CH3:17])[CH2:23][CH2:22]4)=[CH:31][CH:30]=3)[N:7]=2)[CH:13]=[CH:12][CH:11]=1. (3) Reactant: [C:1]([O:4][CH2:5][C:6]1([C:9]2[CH:14]=[CH:13][C:12]([C:15]3[N:20]=[C:19]([C:21]#[C:22][CH:23]([C:25]4[CH:26]=[CH:27][C:28]([CH3:35])=[C:29]([CH:34]=4)[C:30]([O:32][CH3:33])=[O:31])[OH:24])[C:18]([NH:36][C:37](=[O:42])[C:38]([F:41])([F:40])[F:39])=[CH:17][C:16]=3[Cl:43])=[CH:11][CH:10]=2)[CH2:8][CH2:7]1)(=[O:3])[CH3:2].Cl[C:45]([O:47][CH2:48][CH3:49])=[O:46]. Product: [C:1]([O:4][CH2:5][C:6]1([C:9]2[CH:14]=[CH:13][C:12]([C:15]3[N:20]=[C:19]([C:21]#[C:22][CH:23]([C:25]4[CH:26]=[CH:27][C:28]([CH3:35])=[C:29]([CH:34]=4)[C:30]([O:32][CH3:33])=[O:31])[O:24][C:45]([O:47][CH2:48][CH3:49])=[O:46])[C:18]([NH:36][C:37](=[O:42])[C:38]([F:41])([F:39])[F:40])=[CH:17][C:16]=3[Cl:43])=[CH:11][CH:10]=2)[CH2:7][CH2:8]1)(=[O:3])[CH3:2]. The catalyst class is: 64.